Dataset: Full USPTO retrosynthesis dataset with 1.9M reactions from patents (1976-2016). Task: Predict the reactants needed to synthesize the given product. (1) Given the product [OH:7][CH:4]1[CH2:5][CH2:6][N:1]([C:36](=[O:37])[CH2:35][C:32]2[CH:33]=[CH:34][C:29]([C:26]3[N:27]=[CH:28][C:23]([O:22][CH2:21][CH:18]4[CH2:19][CH2:20][N:15]([C:13]([O:12][C:8]([CH3:10])([CH3:9])[CH3:11])=[O:14])[CH2:16][CH2:17]4)=[CH:24][CH:25]=3)=[CH:30][CH:31]=2)[CH2:2][CH2:3]1, predict the reactants needed to synthesize it. The reactants are: [NH:1]1[CH2:6][CH2:5][CH:4]([OH:7])[CH2:3][CH2:2]1.[C:8]([O:12][C:13]([N:15]1[CH2:20][CH2:19][CH:18]([CH2:21][O:22][C:23]2[CH:24]=[CH:25][C:26]([C:29]3[CH:34]=[CH:33][C:32]([CH2:35][C:36](O)=[O:37])=[CH:31][CH:30]=3)=[N:27][CH:28]=2)[CH2:17][CH2:16]1)=[O:14])([CH3:11])([CH3:10])[CH3:9]. (2) Given the product [Cl:17][C:6]1[CH:5]=[C:4]([NH:3][CH2:1][CH3:2])[C:9]([N+:10]([O-:12])=[O:11])=[CH:8][N:7]=1, predict the reactants needed to synthesize it. The reactants are: [CH2:1]([NH:3][C:4]1[C:9]([N+:10]([O-:12])=[O:11])=[CH:8][N:7]=[C:6](OC)[CH:5]=1)[CH3:2].O=P(Cl)(Cl)[Cl:17]. (3) Given the product [Br:15][C:16]1[CH:23]=[CH:22][CH:21]=[CH:20][C:17]=1/[CH:18]=[N:8]/[CH:7]([C:1]1[CH:2]=[CH:3][CH:4]=[CH:5][CH:6]=1)[C:9]1[CH:10]=[CH:11][CH:12]=[CH:13][CH:14]=1, predict the reactants needed to synthesize it. The reactants are: [C:1]1([CH:7]([C:9]2[CH:14]=[CH:13][CH:12]=[CH:11][CH:10]=2)[NH2:8])[CH:6]=[CH:5][CH:4]=[CH:3][CH:2]=1.[Br:15][C:16]1[CH:23]=[CH:22][CH:21]=[CH:20][C:17]=1[CH:18]=O. (4) Given the product [C:23]([C:7]1[CH:8]=[C:9]2[C:13](=[CH:14][CH:15]=1)[CH:12]([CH2:16][C:17]([O:19][CH3:20])=[O:18])[CH2:11][CH2:10]2)#[N:24], predict the reactants needed to synthesize it. The reactants are: FC(F)(F)S(O[C:7]1[CH:8]=[C:9]2[C:13](=[CH:14][CH:15]=1)[CH:12]([CH2:16][C:17]([O:19][CH3:20])=[O:18])[CH2:11][CH2:10]2)(=O)=O.[CH3:23][N:24]1CCCC1=O.